This data is from Full USPTO retrosynthesis dataset with 1.9M reactions from patents (1976-2016). The task is: Predict the reactants needed to synthesize the given product. Given the product [CH3:1][O:2][C:3]1[CH:4]=[C:5]([CH:33]=[CH:34][C:35]=1[O:36][CH3:37])[CH2:6][CH:7]1[C:16]2[C:11](=[CH:12][C:13]([O:18][CH3:19])=[C:14]([O:17][CH2:39][CH2:40][CH2:41][F:42])[CH:15]=2)[CH2:10][CH2:9][N:8]1[CH2:20][C:21]([NH:23][CH:24]1[C:32]2[C:27](=[CH:28][CH:29]=[CH:30][CH:31]=2)[CH2:26][CH2:25]1)=[O:22], predict the reactants needed to synthesize it. The reactants are: [CH3:1][O:2][C:3]1[CH:4]=[C:5]([CH:33]=[CH:34][C:35]=1[O:36][CH3:37])[CH2:6][CH:7]1[C:16]2[C:11](=[CH:12][C:13]([O:18][CH3:19])=[C:14]([OH:17])[CH:15]=2)[CH2:10][CH2:9][N:8]1[CH2:20][C:21]([NH:23][CH:24]1[C:32]2[C:27](=[CH:28][CH:29]=[CH:30][CH:31]=2)[CH2:26][CH2:25]1)=[O:22].Br[CH2:39][CH2:40][CH2:41][F:42].